Dataset: Catalyst prediction with 721,799 reactions and 888 catalyst types from USPTO. Task: Predict which catalyst facilitates the given reaction. (1) Reactant: [CH3:1][C:2]1[O:6][N:5]=[C:4]([C:7]2[CH:12]=[CH:11][CH:10]=[C:9]([C:13]([F:16])([F:15])[F:14])[CH:8]=2)[C:3]=1[C:17]([OH:19])=O.Cl.C(N=C=NCCCN(C)C)C.[F:32][C:33]1[CH:38]=[CH:37][C:36]([N:39]2[CH2:44][CH2:43][NH:42][CH2:41][CH2:40]2)=[CH:35][CH:34]=1. Product: [F:32][C:33]1[CH:34]=[CH:35][C:36]([N:39]2[CH2:44][CH2:43][N:42]([C:17]([C:3]3[C:4]([C:7]4[CH:12]=[CH:11][CH:10]=[C:9]([C:13]([F:14])([F:15])[F:16])[CH:8]=4)=[N:5][O:6][C:2]=3[CH3:1])=[O:19])[CH2:41][CH2:40]2)=[CH:37][CH:38]=1. The catalyst class is: 4. (2) Reactant: I[C:2]1[CH:7]=[CH:6][C:5]([O:8][CH3:9])=[C:4]([O:10][CH3:11])[C:3]=1[O:12][CH3:13].C([Li])CCC.[Cl:19][CH:20]1[C:29](=O)[C:28]2[C:23](=[CH:24][C:25]([N:31]([CH3:33])[CH3:32])=[CH:26][CH:27]=2)[O:22][CH2:21]1. Product: [Cl:19][C:20]1[CH2:21][O:22][C:23]2[C:28]([C:29]=1[C:7]1[CH:6]=[C:5]([O:8][CH3:9])[C:4]([O:10][CH3:11])=[C:3]([O:12][CH3:13])[CH:2]=1)=[CH:27][CH:26]=[C:25]([N:31]([CH3:33])[CH3:32])[CH:24]=2. The catalyst class is: 1. (3) Reactant: [N+:1]([C:4]1[CH:13]=[CH:12][CH:11]=[C:10]2[C:5]=1[CH:6]=[CH:7][C:8](=[O:14])[NH:9]2)([O-])=O. Product: [NH2:1][C:4]1[CH:13]=[CH:12][CH:11]=[C:10]2[C:5]=1[CH2:6][CH2:7][C:8](=[O:14])[NH:9]2. The catalyst class is: 293. (4) Reactant: [Na].[F:2][C:3]([F:23])([S:19]([OH:22])(=[O:21])=[O:20])[C:4]([O:6][CH2:7][C:8]12[CH2:17][CH:12]3[CH2:13][CH:14]([CH2:16][C:10]([OH:18])([CH2:11]3)[CH2:9]1)[CH2:15]2)=[O:5].[Cl-].[C:25]1([S+:31]([C:38]2[CH:43]=[CH:42][CH:41]=[CH:40][CH:39]=2)[C:32]2[CH:37]=[CH:36][CH:35]=[CH:34][CH:33]=2)[CH:30]=[CH:29][CH:28]=[CH:27][CH:26]=1. Product: [OH:18][C:10]12[CH2:16][CH:14]3[CH2:13][CH:12]([CH2:17][C:8]([CH2:7][O:6][C:4]([C:3]([F:23])([F:2])[S:19]([O-:22])(=[O:20])=[O:21])=[O:5])([CH2:15]3)[CH2:9]1)[CH2:11]2.[C:38]1([S+:31]([C:25]2[CH:26]=[CH:27][CH:28]=[CH:29][CH:30]=2)[C:32]2[CH:37]=[CH:36][CH:35]=[CH:34][CH:33]=2)[CH:39]=[CH:40][CH:41]=[CH:42][CH:43]=1. The catalyst class is: 22. (5) Reactant: [Cl:1][C:2]1[CH:7]=[C:6]([Cl:8])[CH:5]=[C:4]([Cl:9])[C:3]=1[S:10](Cl)(=[O:12])=[O:11].Cl.[NH2:15][CH2:16][CH2:17][CH2:18][CH2:19][C:20]([OH:22])=[O:21]. Product: [Cl:1][C:2]1[CH:7]=[C:6]([Cl:8])[CH:5]=[C:4]([Cl:9])[C:3]=1[S:10]([NH:15][CH2:16][CH2:17][CH2:18][CH2:19][C:20]([OH:22])=[O:21])(=[O:12])=[O:11]. The catalyst class is: 758.